This data is from Forward reaction prediction with 1.9M reactions from USPTO patents (1976-2016). The task is: Predict the product of the given reaction. (1) Given the reactants [Cl:1][C:2]1[CH:3]=[C:4]([CH:26]=[C:27]([F:29])[CH:28]=1)[CH2:5][C:6]1[S:7][C:8]2[C:14]([C:15]3[CH:16]=[C:17]([CH:23]=[CH:24][CH:25]=3)[C:18]([O:20]CC)=[O:19])=[CH:13][CH:12]=[CH:11][C:9]=2[CH:10]=1.[Cl:30][C:31]1[CH:32]=[C:33]([CH:53]=[C:54]([F:56])[CH:55]=1)[CH2:34][C:35]1[S:36][C:37]2[C:43]([C:44]3[CH:45]=[C:46]([CH:50]=[CH:51][CH:52]=3)[C:47](O)=[O:48])=[CH:42][CH:41]=[CH:40][C:38]=2[CH:39]=1.[NH2:57][CH2:58][CH2:59][C:60]#[N:61], predict the reaction product. The product is: [Cl:1][C:2]1[CH:3]=[C:4]([CH:26]=[C:27]([F:29])[CH:28]=1)[CH2:5][C:6]1[S:7][C:8]2[C:14]([C:15]3[CH:16]=[C:17]([CH:23]=[CH:24][CH:25]=3)[C:18]([OH:20])=[O:19])=[CH:13][CH:12]=[CH:11][C:9]=2[CH:10]=1.[Cl:30][C:31]1[CH:32]=[C:33]([CH:53]=[C:54]([F:56])[CH:55]=1)[CH2:34][C:35]1[S:36][C:37]2[C:43]([C:44]3[CH:45]=[C:46]([CH:50]=[CH:51][CH:52]=3)[C:47]([NH:61][CH2:60][CH2:59][C:58]#[N:57])=[O:48])=[CH:42][CH:41]=[CH:40][C:38]=2[CH:39]=1. (2) The product is: [CH2:11]([O:10][C:8]([C:6]1[CH:5]=[C:4]([CH3:13])[CH:3]=[C:2]([CH:3]=[C:4]([CH3:13])[CH3:5])[N:7]=1)=[O:9])[CH3:12]. Given the reactants Cl[C:2]1[N:7]=[C:6]([C:8]([O:10][CH2:11][CH3:12])=[O:9])[CH:5]=[C:4]([CH3:13])[CH:3]=1, predict the reaction product. (3) The product is: [NH3:1].[CH2:42]([Cl:44])[Cl:43].[C:20]1([NH:19][CH2:15][C:14]2[CH:17]=[CH:18][C:11]([O:10][CH2:9][CH2:8][CH2:7][N:1]3[CH2:6][CH2:5][CH2:4][CH2:3][CH2:2]3)=[CH:12][CH:13]=2)[CH:25]=[CH:24][CH:23]=[CH:22][CH:21]=1. Given the reactants [N:1]1([CH2:7][CH2:8][CH2:9][O:10][C:11]2[CH:18]=[CH:17][C:14]([CH:15]=O)=[CH:13][CH:12]=2)[CH2:6][CH2:5][CH2:4][CH2:3][CH2:2]1.[NH2:19][C:20]1[CH:25]=[CH:24][CH:23]=[CH:22][CH:21]=1.C(O[BH-](OC(=O)C)OC(=O)C)(=O)C.[Na+].[OH-].[Na+].[CH2:42]([Cl:44])[Cl:43], predict the reaction product. (4) Given the reactants [CH3:1][O:2][N:3]([CH3:16])[C:4]([CH:6]1[C:15]2[C:10](=[CH:11][CH:12]=[CH:13][CH:14]=2)[NH:9][CH2:8][CH2:7]1)=[O:5].C(N(CC)CC)C.[C:24]1([CH3:34])[CH:29]=[CH:28][C:27]([S:30](Cl)(=[O:32])=[O:31])=[CH:26][CH:25]=1, predict the reaction product. The product is: [CH3:1][O:2][N:3]([CH3:16])[C:4]([CH:6]1[C:15]2[C:10](=[CH:11][CH:12]=[CH:13][CH:14]=2)[N:9]([S:30]([C:27]2[CH:28]=[CH:29][C:24]([CH3:34])=[CH:25][CH:26]=2)(=[O:32])=[O:31])[CH2:8][CH2:7]1)=[O:5]. (5) Given the reactants ClC1C=CC2N(C(CC3C(F)=C4C(=CC=3F)N(C)N=C4)=CN=2)N=1.C([Sn](CCCC)(CCCC)C(OCC)=C)CCC.[F:42][C:43]1[C:51]([CH:52]([C:54]2[N:58]3[N:59]=[C:60]([C:63]([O:65]CC)=[CH2:64])[CH:61]=[CH:62][C:57]3=[N:56][CH:55]=2)C)=[C:50]([F:68])[CH:49]=[C:48]2[C:44]=1[CH:45]=[N:46][N:47]2[CH3:69], predict the reaction product. The product is: [F:42][C:43]1[C:51]([CH2:52][C:54]2[N:58]3[N:59]=[C:60]([C:63](=[O:65])[CH3:64])[CH:61]=[CH:62][C:57]3=[N:56][CH:55]=2)=[C:50]([F:68])[CH:49]=[C:48]2[C:44]=1[CH:45]=[N:46][N:47]2[CH3:69]. (6) Given the reactants [I-].[NH2:2][N+:3]1[CH:8]=[CH:7][CH:6]=[CH:5][CH:4]=1.C(=O)([O-])[O-].[K+].[K+].[CH2:15]([O:17][C:18](=[O:23])[C:19]#[C:20][CH2:21][CH3:22])[CH3:16], predict the reaction product. The product is: [CH2:15]([O:17][C:18]([C:19]1[C:20]([CH2:21][CH3:22])=[N:2][N:3]2[CH:8]=[CH:7][CH:6]=[CH:5][C:4]=12)=[O:23])[CH3:16]. (7) The product is: [F:1][C:2]([F:27])([F:26])[C:3]1[CH:4]=[C:5]([NH:9][C:10]([C:12]2[CH:13]=[C:14]3[C:19](=[CH:20][CH:21]=2)[C:18]([C:28]#[N:29])=[N:17][N:16]=[C:15]3[N:23]([CH3:25])[CH3:24])=[O:11])[CH:6]=[CH:7][CH:8]=1. Given the reactants [F:1][C:2]([F:27])([F:26])[C:3]1[CH:4]=[C:5]([NH:9][C:10]([C:12]2[CH:13]=[C:14]3[C:19](=[CH:20][CH:21]=2)[C:18](I)=[N:17][N:16]=[C:15]3[N:23]([CH3:25])[CH3:24])=[O:11])[CH:6]=[CH:7][CH:8]=1.[C:28]([Cu])#[N:29], predict the reaction product.